The task is: Predict the reactants needed to synthesize the given product.. This data is from Full USPTO retrosynthesis dataset with 1.9M reactions from patents (1976-2016). (1) Given the product [CH3:28][O:29][CH2:30][CH2:31][NH:32][C:2]1[C:26]([CH3:27])=[CH:25][C:5]2[N:6]=[C:7]3[C:12]([N:13]([CH2:14][C@H:15]([OH:22])[C@H:16]([OH:21])[C@H:17]([OH:20])[CH2:18][OH:19])[C:4]=2[CH:3]=1)=[N:11][C:10](=[O:23])[NH:9][C:8]3=[O:24], predict the reactants needed to synthesize it. The reactants are: Cl[C:2]1[C:26]([CH3:27])=[CH:25][C:5]2[N:6]=[C:7]3[C:12]([N:13]([CH2:14][CH:15]([OH:22])[CH:16]([OH:21])[CH:17]([OH:20])[CH2:18][OH:19])[C:4]=2[CH:3]=1)=[N:11][C:10](=[O:23])[NH:9][C:8]3=[O:24].[CH3:28][O:29][CH2:30][CH2:31][NH2:32]. (2) Given the product [CH3:1][C:2]1[C:3]([C:12]2[CH:13]=[C:14]([NH2:15])[NH:19][N:18]=2)=[N:4][C:5]2[C:10]([N:11]=1)=[CH:9][CH:8]=[CH:7][CH:6]=2, predict the reactants needed to synthesize it. The reactants are: [CH3:1][C:2]1[C:3]([C:12](=O)[CH2:13][C:14]#[N:15])=[N:4][C:5]2[C:10]([N:11]=1)=[CH:9][CH:8]=[CH:7][CH:6]=2.O.[NH2:18][NH2:19].C(=O)(O)[O-].[Na+]. (3) Given the product [Cl:1][C:2]1[C:3]([N:11]2[C:15]([NH:16][CH2:19][C:20]([Cl:22])=[CH2:21])=[C:14]([C:23]#[N:24])[CH:13]=[N:12]2)=[N:4][N:5]2[CH2:10][CH2:9][CH2:8][CH2:7][C:6]=12, predict the reactants needed to synthesize it. The reactants are: [Cl:1][C:2]1[C:3]([N:11]2[C:15]([N:16]([CH2:19][C:20]([Cl:22])=[CH2:21])C=O)=[C:14]([C:23]#[N:24])[CH:13]=[N:12]2)=[N:4][N:5]2[CH2:10][CH2:9][CH2:8][CH2:7][C:6]=12.Cl.O. (4) Given the product [Cl:17][C:15]1[CH:16]=[C:11]([C:8]2[CH:9]=[CH:10][C:5]([C:3]([OH:4])=[O:2])=[CH:6][CH:7]=2)[CH:12]=[C:13]([Cl:42])[C:14]=1[CH2:18][C@@H:19]1[CH2:23][CH2:22][N:21]([N:24]2[CH2:25][CH2:26][CH:27]([O:30][Si:31]([CH:32]([CH3:33])[CH3:34])([CH:38]([CH3:40])[CH3:39])[CH:35]([CH3:37])[CH3:36])[CH2:28][CH2:29]2)[C:20]1=[O:41], predict the reactants needed to synthesize it. The reactants are: C[O:2][C:3]([C:5]1[CH:10]=[CH:9][C:8]([C:11]2[CH:16]=[C:15]([Cl:17])[C:14]([CH2:18][C@@H:19]3[CH2:23][CH2:22][N:21]([N:24]4[CH2:29][CH2:28][CH:27]([O:30][Si:31]([CH:38]([CH3:40])[CH3:39])([CH:35]([CH3:37])[CH3:36])[CH:32]([CH3:34])[CH3:33])[CH2:26][CH2:25]4)[C:20]3=[O:41])=[C:13]([Cl:42])[CH:12]=2)=[CH:7][CH:6]=1)=[O:4].[Li+].[OH-]. (5) Given the product [CH3:52][N:53]([CH3:57])[CH2:54][CH2:55][NH:56][C:2](=[O:3])[NH:1][C@:4]12[CH2:39][CH2:38][C@@H:37]([C:40]([CH3:42])=[CH2:41])[C@@H:5]1[C@@H:6]1[C@@:19]([CH3:22])([CH2:20][CH2:21]2)[C@@:18]2([CH3:23])[C@@H:9]([C@:10]3([CH3:36])[C@@H:15]([CH2:16][CH2:17]2)[C:14]([CH3:25])([CH3:24])[C:13]([C:26]2[CH:35]=[CH:34][C:29]([C:30]([O:32][CH3:33])=[O:31])=[CH:28][CH:27]=2)=[CH:12][CH2:11]3)[CH2:8][CH2:7]1, predict the reactants needed to synthesize it. The reactants are: [N:1]([C@:4]12[CH2:39][CH2:38][C@@H:37]([C:40]([CH3:42])=[CH2:41])[C@@H:5]1[C@@H:6]1[C@@:19]([CH3:22])([CH2:20][CH2:21]2)[C@@:18]2([CH3:23])[C@@H:9]([C@:10]3([CH3:36])[C@@H:15]([CH2:16][CH2:17]2)[C:14]([CH3:25])([CH3:24])[C:13]([C:26]2[CH:35]=[CH:34][C:29]([C:30]([O:32][CH3:33])=[O:31])=[CH:28][CH:27]=2)=[CH:12][CH2:11]3)[CH2:8][CH2:7]1)=[C:2]=[O:3].C(N(CC)C(C)C)(C)C.[CH3:52][N:53]([CH3:57])[CH2:54][CH2:55][NH2:56].Cl. (6) Given the product [F:24][C:25]([F:30])([F:29])[C:17]([N:13]1[CH2:12][CH2:11][CH:10]2[CH:15]([CH2:16][N:9]2[CH:7]([C:1]2[CH:6]=[CH:5][CH:4]=[CH:3][CH:2]=2)[CH3:8])[CH2:14]1)=[O:19], predict the reactants needed to synthesize it. The reactants are: [C:1]1([CH:7]([N:9]2[CH2:16][CH:15]3[CH:10]2[CH2:11][CH2:12][N:13]([C:17]([O:19]C(C)(C)C)=O)[CH2:14]3)[CH3:8])[CH:6]=[CH:5][CH:4]=[CH:3][CH:2]=1.[F:24][C:25]([F:30])([F:29])C(O)=O.C(N(CC)CC)C.FC(F)(F)C(OC(=O)C(F)(F)F)=O. (7) Given the product [O:22]=[C:19]1[CH2:20][CH2:21][C:3]2([CH2:8][CH2:7][N:6]([C:9]([O:11][C:12]([CH3:15])([CH3:14])[CH3:13])=[O:10])[CH2:5][CH2:4]2)[CH:1]=[CH:18]1, predict the reactants needed to synthesize it. The reactants are: [CH:1]([CH:3]1[CH2:8][CH2:7][N:6]([C:9]([O:11][C:12]([CH3:15])([CH3:14])[CH3:13])=[O:10])[CH2:5][CH2:4]1)=O.[OH-].[K+].[CH3:18][C:19](=[O:22])[CH:20]=[CH2:21].